This data is from Forward reaction prediction with 1.9M reactions from USPTO patents (1976-2016). The task is: Predict the product of the given reaction. (1) Given the reactants [CH3:1][O:2][C:3]1[CH:4]=[N:5][C:6]2[C:11]([CH:12]=1)=[CH:10][C:9]([CH:13]([CH3:21])[C:14]([O:16]C(C)(C)C)=[O:15])=[CH:8][CH:7]=2.FC(F)(F)C(O)=O, predict the reaction product. The product is: [CH3:1][O:2][C:3]1[CH:4]=[N:5][C:6]2[C:11]([CH:12]=1)=[CH:10][C:9]([CH:13]([CH3:21])[C:14]([OH:16])=[O:15])=[CH:8][CH:7]=2. (2) Given the reactants [O:1]=[CH:2][C@@H:3]([C@H:5]([C@@H]([C@@H](CO)O)O)O)O.[O-]S([O-])(=O)=O.[Mg+2].CC1(C)S[C@@H]2[C@H](NC([C@H](N)C3C=CC=CC=3)=O)C(=O)N2[C@H]1C(O)=O.CC(S[C@@H:47]1[O:52][C@H:51]([CH2:53][OH:54])[C@H:50](O)[C@H:49](O)[C@H:48]1O)C.N[C@H](C(O)=O)CC1C=CC(O)=CC=1, predict the reaction product. The product is: [CH:5]1[C:49]([CH2:50][CH2:51][CH2:53][OH:54])=[CH:48][C:47]([OH:52])=[C:2]([OH:1])[CH:3]=1. (3) The product is: [O:3]1[CH2:4][CH2:5][O:1][CH:2]1[C:6]1[CH:11]=[CH:10][C:9]([N:12]2[CH:16]=[C:15]([C:17]([OH:19])=[O:18])[N:14]=[N:13]2)=[CH:8][CH:7]=1. Given the reactants [O:1]1[CH2:5][CH2:4][O:3][CH:2]1[C:6]1[CH:11]=[CH:10][C:9]([N:12]2[CH:16]=[C:15]([C:17]([O:19]CC)=[O:18])[N:14]=[N:13]2)=[CH:8][CH:7]=1.[OH-].[K+].Cl, predict the reaction product. (4) Given the reactants [CH3:1][N:2]([CH3:10])[C:3]1[CH:4]=[C:5]([OH:9])[CH:6]=[CH:7][CH:8]=1.C([O-])([O-])=O.[K+].[K+].I[CH:18]([CH3:20])[CH3:19], predict the reaction product. The product is: [CH:18]([O:9][C:5]1[CH:4]=[C:3]([CH:8]=[CH:7][CH:6]=1)[N:2]([CH3:10])[CH3:1])([CH3:20])[CH3:19]. (5) Given the reactants [NH2:1][C:2]1[CH:3]=[C:4]([CH:7]=[CH:8][C:9]=1[OH:10])[C:5]#[N:6].C1N=CN([C:16](N2C=NC=C2)=[O:17])C=1, predict the reaction product. The product is: [O:17]=[C:16]1[NH:1][C:2]2[CH:3]=[C:4]([C:5]#[N:6])[CH:7]=[CH:8][C:9]=2[O:10]1. (6) The product is: [Cl:1][C:2]1[C:7]2[N:8]=[C:12]([C:11]([F:16])([F:15])[F:10])[NH:9][C:6]=2[CH:5]=[CH:4][N:3]=1. Given the reactants [Cl:1][C:2]1[C:7]([NH2:8])=[C:6]([NH2:9])[CH:5]=[CH:4][N:3]=1.[F:10][C:11]([F:16])([F:15])[C:12](O)=O, predict the reaction product.